Dataset: Catalyst prediction with 721,799 reactions and 888 catalyst types from USPTO. Task: Predict which catalyst facilitates the given reaction. (1) Reactant: C([O:8][C:9]1[CH:18]=[CH:17][C:16]2[C:11](=[N:12][C:13]([O:19][CH2:20][CH2:21][CH2:22][N:23]3[CH2:28][CH2:27][N:26]([C:29]4[CH:34]=[CH:33][CH:32]=[C:31]([Cl:35])[C:30]=4[Cl:36])[CH2:25][CH2:24]3)=[CH:14][CH:15]=2)[N:10]=1)C1C=CC=CC=1. Product: [Cl:36][C:30]1[C:31]([Cl:35])=[CH:32][CH:33]=[CH:34][C:29]=1[N:26]1[CH2:25][CH2:24][N:23]([CH2:22][CH2:21][CH2:20][O:19][C:13]2[N:12]=[C:11]3[C:16]([CH:17]=[CH:18][C:9](=[O:8])[NH:10]3)=[CH:15][CH:14]=2)[CH2:28][CH2:27]1. The catalyst class is: 19. (2) Reactant: [Cl:1][C:2]1[CH:8]=[C:7]([O:9][C:10]2[C:11]3[N:18]([CH3:19])[CH:17]=[CH:16][C:12]=3[N:13]=[CH:14][N:15]=2)[CH:6]=[CH:5][C:3]=1[NH2:4].N1C=CC=CC=1.Cl[C:27](OC1C=CC=CC=1)=[O:28].[NH2:36][C:37]1[CH:38]=[C:39]([C:43]([OH:49])([CH3:48])[C:44]([F:47])([F:46])[F:45])[CH:40]=[CH:41][CH:42]=1. Product: [Cl:1][C:2]1[CH:8]=[C:7]([O:9][C:10]2[C:11]3[N:18]([CH3:19])[CH:17]=[CH:16][C:12]=3[N:13]=[CH:14][N:15]=2)[CH:6]=[CH:5][C:3]=1[NH:4][C:27]([NH:36][C:37]1[CH:42]=[CH:41][CH:40]=[C:39]([C:43]([OH:49])([CH3:48])[C:44]([F:45])([F:46])[F:47])[CH:38]=1)=[O:28]. The catalyst class is: 60. (3) Reactant: [Cl:1][C:2]1[CH:3]=[CH:4][C:5]([O:18][CH2:19][C:20]2[CH:25]=[CH:24][CH:23]=[CH:22][CH:21]=2)=[C:6]([CH:17]=1)[C:7]([O:9]CC1C=CC=CC=1)=[O:8].[OH-].[Na+]. Product: [Cl:1][C:2]1[CH:3]=[CH:4][C:5]([O:18][CH2:19][C:20]2[CH:25]=[CH:24][CH:23]=[CH:22][CH:21]=2)=[C:6]([CH:17]=1)[C:7]([OH:9])=[O:8]. The catalyst class is: 8. (4) Reactant: [CH2:1]([O:3][C:4]1[C:5]([O:25][CH3:26])=[CH:6][C:7]2[CH2:16][CH:15]([CH3:17])[N:14]3[C:9](=[CH:10][C:11](=[O:23])[C:12]([C:18]([O:20]CC)=[O:19])=[CH:13]3)[C:8]=2[CH:24]=1)[CH3:2].[OH-].[Na+].Cl. Product: [CH2:1]([O:3][C:4]1[C:5]([O:25][CH3:26])=[CH:6][C:7]2[CH2:16][CH:15]([CH3:17])[N:14]3[C:9](=[CH:10][C:11](=[O:23])[C:12]([C:18]([OH:20])=[O:19])=[CH:13]3)[C:8]=2[CH:24]=1)[CH3:2]. The catalyst class is: 1. (5) Reactant: C([O:3][C:4](=[O:32])/[C:5](/[O:29][CH2:30][CH3:31])=[CH:6]/[C:7]1[CH:12]=[CH:11][C:10]([O:13][CH2:14][CH2:15][C:16]2[N:17]=[C:18]([C:22]3[CH:27]=[CH:26][CH:25]=[CH:24][CH:23]=3)[O:19][C:20]=2[CH3:21])=[CH:9][C:8]=1[CH3:28])C.[Li+].[OH-]. Product: [CH2:30]([O:29]/[C:5](=[CH:6]\[C:7]1[CH:12]=[CH:11][C:10]([O:13][CH2:14][CH2:15][C:16]2[N:17]=[C:18]([C:22]3[CH:23]=[CH:24][CH:25]=[CH:26][CH:27]=3)[O:19][C:20]=2[CH3:21])=[CH:9][C:8]=1[CH3:28])/[C:4]([OH:32])=[O:3])[CH3:31]. The catalyst class is: 87. (6) Reactant: [C:1]([NH:4][C:5]([NH2:7])=[S:6])(=[O:3])[CH3:2].[Cl:8][CH2:9][C:10]([CH2:12]Cl)=O. Product: [Cl:8][CH2:9][C:10]1[N:7]=[C:5]([NH:4][C:1](=[O:3])[CH3:2])[S:6][CH:12]=1. The catalyst class is: 372. (7) Reactant: [C:1]([C:3]1[CH:8]=[CH:7][C:6]([C@@H:9]2[CH2:14][C@@H:13]([O:15][CH2:16][CH3:17])[CH2:12][CH2:11][N:10]2[CH2:18][C:19]2[C:27]([O:28][CH3:29])=[CH:26][C:25]([CH3:30])=[C:24]3[C:20]=2[CH:21]=[CH:22][N:23]3C(OC(C)(C)C)=O)=[CH:5][CH:4]=1)#[N:2].C(O)(C(F)(F)F)=O. Product: [CH2:16]([O:15][C@H:13]1[CH2:12][CH2:11][N:10]([CH2:18][C:19]2[C:27]([O:28][CH3:29])=[CH:26][C:25]([CH3:30])=[C:24]3[C:20]=2[CH:21]=[CH:22][NH:23]3)[C@H:9]([C:6]2[CH:5]=[CH:4][C:3]([C:1]#[N:2])=[CH:8][CH:7]=2)[CH2:14]1)[CH3:17]. The catalyst class is: 2.